Task: Predict the reaction yield, written as a fraction of the theoretical maximum amount of product (1.0 means a 100% yield; for example, 0.34 means a 34% yield).. Dataset: Reaction yield outcomes from USPTO patents with 853,638 reactions (1) The reactants are [CH2:1]([C:5]1[CH:10]=[CH:9][C:8]([NH:11][S:12]([C:15]2[CH:16]=[CH:17][C:18]([OH:25])=[C:19]([CH:24]=2)[C:20]([O:22][CH3:23])=[O:21])(=[O:14])=[O:13])=[CH:7][CH:6]=1)[CH2:2][CH2:3][CH3:4].C([O-])([O-])=O.[Cs+].[Cs+].I[CH2:33][C:34]([NH2:36])=[O:35]. The catalyst is CC(C)=O. The product is [NH2:36][C:34](=[O:35])[CH2:33][O:25][C:18]1[CH:17]=[CH:16][C:15]([S:12](=[O:14])(=[O:13])[NH:11][C:8]2[CH:7]=[CH:6][C:5]([CH2:1][CH2:2][CH2:3][CH3:4])=[CH:10][CH:9]=2)=[CH:24][C:19]=1[C:20]([O:22][CH3:23])=[O:21]. The yield is 0.310. (2) The reactants are [CH:1]([C:3]1[CH:4]=[C:5](B(O)O)[CH:6]=[CH:7][CH:8]=1)=[O:2].Br[C:13]1[CH:14]=[CH:15][C:16]2[N:17]([N:19]=[CH:20][N:21]=2)[CH:18]=1.C([O-])([O-])=O.[Cs+].[Cs+]. The catalyst is CS(C)=O.O.C1C=CC(P(C2C=CC=CC=2)[C-]2C=CC=C2)=CC=1.C1C=CC(P(C2C=CC=CC=2)[C-]2C=CC=C2)=CC=1.Cl[Pd]Cl.[Fe+2]. The product is [N:21]1[CH:20]=[N:19][N:17]2[CH:18]=[C:13]([C:5]3[CH:4]=[C:3]([CH:8]=[CH:7][CH:6]=3)[CH:1]=[O:2])[CH:14]=[CH:15][C:16]=12. The yield is 0.860. (3) The reactants are [CH3:1][C:2]1[CH:11]=[CH:10][C:9]2[C:4](=[CH:5][CH:6]=[CH:7][C:8]=2[N:12]2[CH2:17][CH2:16][N:15]([CH2:18][CH2:19][C:20]3[CH:21]=[C:22]([CH:24]=[CH:25][CH:26]=3)[NH2:23])[CH2:14][CH2:13]2)[N:3]=1.[CH3:27][C:28]1[S:29][C:30]([C:34](O)=[O:35])=[C:31]([CH3:33])[N:32]=1. No catalyst specified. The product is [CH3:27][C:28]1[S:29][C:30]([C:34]([NH:23][C:22]2[CH:24]=[CH:25][CH:26]=[C:20]([CH2:19][CH2:18][N:15]3[CH2:14][CH2:13][N:12]([C:8]4[CH:7]=[CH:6][CH:5]=[C:4]5[C:9]=4[CH:10]=[CH:11][C:2]([CH3:1])=[N:3]5)[CH2:17][CH2:16]3)[CH:21]=2)=[O:35])=[C:31]([CH3:33])[N:32]=1. The yield is 0.680. (4) The reactants are [ClH:1].C(N=C=NCCCN(C)C)C.Cl.Cl.[F:15][C:16]1[CH:21]=[CH:20][C:19]([N:22]([CH3:29])[CH:23]2[CH2:28][CH2:27][NH:26][CH2:25][CH2:24]2)=[CH:18][CH:17]=1.C(OC([NH:37][C@H:38]([C:42](O)=[O:43])[CH:39]([CH3:41])[CH3:40])=O)(C)(C)C.O.ON1C2C=CC=CC=2N=N1.CN1CCOCC1. The catalyst is C(Cl)Cl. The product is [ClH:1].[ClH:1].[NH2:37][C@@H:38]([CH:39]([CH3:41])[CH3:40])[C:42]([N:26]1[CH2:27][CH2:28][CH:23]([N:22]([C:19]2[CH:20]=[CH:21][C:16]([F:15])=[CH:17][CH:18]=2)[CH3:29])[CH2:24][CH2:25]1)=[O:43]. The yield is 0.880.